From a dataset of Reaction yield outcomes from USPTO patents with 853,638 reactions. Predict the reaction yield, written as a fraction of the theoretical maximum amount of product (1.0 means a 100% yield; for example, 0.34 means a 34% yield). (1) The reactants are [CH:1]([P:3](=[O:10])([O:7][CH2:8][CH3:9])[O:4][CH2:5][CH3:6])=[CH2:2].CO[CH2:13][N:14]([CH2:20][C:21]1[CH:26]=[CH:25][CH:24]=[CH:23][CH:22]=1)[CH2:15][Si](C)(C)C. The catalyst is C(Cl)Cl. The product is [CH2:20]([N:14]1[CH2:13][CH2:2][CH:1]([P:3](=[O:10])([O:7][CH2:8][CH3:9])[O:4][CH2:5][CH3:6])[CH2:15]1)[C:21]1[CH:22]=[CH:23][CH:24]=[CH:25][CH:26]=1. The yield is 0.870. (2) The reactants are [ClH:1].CO[C:4](=O)[CH:5]([NH2:10])[CH2:6][CH2:7][C:8]#[CH:9].[N:12]#[C:13][NH2:14]. No catalyst specified. The product is [ClH:1].[CH2:6]([C:5]1[N:10]=[C:13]([NH2:14])[NH:12][CH:4]=1)[CH2:7][C:8]#[CH:9]. The yield is 0.480. (3) The reactants are [H-].[Na+].[C:3]([C:7]1[CH:12]=[CH:11][C:10]([OH:13])=[CH:9][CH:8]=1)([CH3:6])([CH3:5])[CH3:4].Cl[C:15]1[CH:20]=[CH:19][C:18]([N+:21]([O-:23])=[O:22])=[CH:17][CH:16]=1. The catalyst is CN(C)C=O.C(OCC)(=O)C. The product is [C:3]([C:7]1[CH:8]=[CH:9][C:10]([O:13][C:15]2[CH:20]=[CH:19][C:18]([N+:21]([O-:23])=[O:22])=[CH:17][CH:16]=2)=[CH:11][CH:12]=1)([CH3:6])([CH3:4])[CH3:5]. The yield is 1.00. (4) The reactants are S([O:11][C:12]1[CH:13]=[N:14][C:15]([CH2:18][O:19]C(=O)C)=[CH:16][CH:17]=1)(C1C=CC(C)=CC=1)(=O)=O.[OH-].[Na+].Cl. The catalyst is O.C(OCC)(=O)C. The product is [OH:11][C:12]1[CH:17]=[CH:16][C:15]([CH2:18][OH:19])=[N:14][CH:13]=1. The yield is 0.800. (5) The reactants are [CH3:1][C:2]1[N:6]([CH2:7][C:8]([OH:10])=O)[N:5]=[C:4]([C:11]([F:14])([F:13])[F:12])[CH:3]=1.C(N(C(C)C)CC)(C)C.C[NH3+].F[P-](F)(F)(F)(F)F.N1(OC(N(C)C)=[N+](C)C)C2N=CC=CC=2N=N1.F[P-](F)(F)(F)(F)F.Cl.[CH2:58]([O:60][C:61](=[O:74])[C:62]1[CH:67]=[CH:66][CH:65]=[C:64]([CH:68]2[CH2:73][CH2:72][NH:71][CH2:70][CH2:69]2)[CH:63]=1)[CH3:59]. The catalyst is CN(C=O)C. The product is [CH2:58]([O:60][C:61](=[O:74])[C:62]1[CH:67]=[CH:66][CH:65]=[C:64]([CH:68]2[CH2:69][CH2:70][N:71]([C:8](=[O:10])[CH2:7][N:6]3[C:2]([CH3:1])=[CH:3][C:4]([C:11]([F:14])([F:13])[F:12])=[N:5]3)[CH2:72][CH2:73]2)[CH:63]=1)[CH3:59]. The yield is 0.495. (6) The reactants are C([O-])([O-])=O.[Na+].[Na+].[N:7]1[CH:12]=[CH:11][C:10]([C:13]([NH:15][NH2:16])=[O:14])=[CH:9][CH:8]=1.[CH2:17]([O:19][C:20]1[CH:21]=[C:22]([CH:26]=[CH:27][C:28]=1[O:29][CH2:30][CH3:31])[C:23](Cl)=O)[CH3:18].O. The catalyst is CN1C(=O)CCC1. The product is [CH2:17]([O:19][C:20]1[CH:21]=[C:22]([C:23]2[O:14][C:13]([C:10]3[CH:11]=[CH:12][N:7]=[CH:8][CH:9]=3)=[N:15][N:16]=2)[CH:26]=[CH:27][C:28]=1[O:29][CH2:30][CH3:31])[CH3:18]. The yield is 0.670. (7) The reactants are Br[C:2]1[C:7]([O:8][C:9]2[CH:16]=[CH:15][C:12]([C:13]#[N:14])=[CH:11][CH:10]=2)=[C:6]([CH:17]([CH2:19][CH3:20])[CH3:18])[C:5]([O:21][CH3:22])=[CH:4][CH:3]=1.C([O-])(=O)C.[Na+]. The catalyst is CC(N(C)C)=O.Cl[Pd](Cl)([P](C1C=CC=CC=1)(C1C=CC=CC=1)C1C=CC=CC=1)[P](C1C=CC=CC=1)(C1C=CC=CC=1)C1C=CC=CC=1. The product is [CH:17]([C:6]1[C:7]2[O:8][C:9]3[CH:16]=[CH:15][C:12]([C:13]#[N:14])=[CH:11][C:10]=3[C:2]=2[CH:3]=[CH:4][C:5]=1[O:21][CH3:22])([CH2:19][CH3:20])[CH3:18]. The yield is 0.780.